Dataset: Full USPTO retrosynthesis dataset with 1.9M reactions from patents (1976-2016). Task: Predict the reactants needed to synthesize the given product. (1) Given the product [NH:8]1[CH2:9][CH2:10][CH2:11][CH:6]([C:4]([OH:5])=[O:3])[CH2:7]1, predict the reactants needed to synthesize it. The reactants are: C([O:3][C:4]([CH:6]1[CH2:11][CH2:10][CH2:9][N:8](C2C=CC(C(N3C4C(=CC=CC=4)[C@H](N(C(=O)C)C4C=CC(Cl)=CC=4)C[C@@H]3C)=O)=CC=2)[CH2:7]1)=[O:5])C.C(O)C.[OH-].[Li+]. (2) The reactants are: [N:1]1[N:2]([C:6]2[CH:35]=[CH:34][CH:33]=[CH:32][C:7]=2[C:8]([N:10]2[C@H:15]([CH3:16])[CH2:14][CH2:13][C@@H:12]([O:17][C:18]3[N:27]=[CH:26][CH:25]=[C:24]([C:28]([F:31])([F:30])[F:29])[C:19]=3[C:20]([O:22]C)=O)[CH2:11]2)=[O:9])[N:3]=[CH:4][CH:5]=1.[CH3:36][Mg]Br. Given the product [N:3]1[N:2]([C:6]2[CH:35]=[CH:34][CH:33]=[CH:32][C:7]=2[C:8]([N:10]2[C@H:15]([CH3:16])[CH2:14][CH2:13][C@@H:12]([O:17][C:18]3[C:19]([C:20](=[O:22])[CH3:36])=[C:24]([C:28]([F:31])([F:29])[F:30])[CH:25]=[CH:26][N:27]=3)[CH2:11]2)=[O:9])[N:1]=[CH:5][CH:4]=1, predict the reactants needed to synthesize it. (3) Given the product [CH2:14]([C@@:5]([C:6]([O:8][CH3:9])=[O:7])([CH2:1][CH2:2][CH2:3][CH3:4])[C:10]([OH:12])=[O:11])[CH3:15], predict the reactants needed to synthesize it. The reactants are: [CH2:1]([C:5]([CH2:14][CH3:15])([C:10]([O:12]C)=[O:11])[C:6]([O:8][CH3:9])=[O:7])/[CH:2]=[CH:3]/[CH3:4].C(C(C(OC)=O)C(OC)=O)C.[H-].[Na+].ClCC=CC.Cl. (4) Given the product [F:1][C:2]1[CH:7]=[CH:6][C:5]([C:8]2[N:12]3[N:13]=[CH:14][C:15]([C:17]([F:18])([F:19])[F:20])=[N:16][C:11]3=[N:10][CH:9]=2)=[CH:4][C:3]=1[O:21][S:36]([C:39]([F:42])([F:41])[F:40])(=[O:38])=[O:37], predict the reactants needed to synthesize it. The reactants are: [F:1][C:2]1[CH:7]=[CH:6][C:5]([C:8]2[N:12]3[N:13]=[CH:14][C:15]([C:17]([F:20])([F:19])[F:18])=[N:16][C:11]3=[N:10][CH:9]=2)=[CH:4][C:3]=1[OH:21].C(N(CC)CC)C.C1C=CC(N([S:36]([C:39]([F:42])([F:41])[F:40])(=[O:38])=[O:37])[S:36]([C:39]([F:42])([F:41])[F:40])(=[O:38])=[O:37])=CC=1. (5) Given the product [C:25]([O:29][C:30](=[O:31])[CH:32]=[C:2]1[CH2:7][CH2:6][CH:5]([C:8]2[CH:17]=[CH:16][C:11]([C:12]([O:14][CH3:15])=[O:13])=[CH:10][CH:9]=2)[CH2:4][CH2:3]1)([CH3:28])([CH3:27])[CH3:26], predict the reactants needed to synthesize it. The reactants are: O=[C:2]1[CH2:7][CH2:6][CH:5]([C:8]2[CH:17]=[CH:16][C:11]([C:12]([O:14][CH3:15])=[O:13])=[CH:10][CH:9]=2)[CH2:4][CH2:3]1.C1(C)C=CC=CC=1.[C:25]([O:29][C:30]([CH:32]=P(C1C=CC=CC=1)(C1C=CC=CC=1)C1C=CC=CC=1)=[O:31])([CH3:28])([CH3:27])[CH3:26].C(OCC)(=O)C. (6) The reactants are: [Cl:1][C:2]1[CH:3]=[CH:4][C:5]([S:21][CH2:22][C:23]2[CH:28]=[CH:27][CH:26]=[C:25]([NH:29][S:30]([CH3:33])(=[O:32])=[O:31])[CH:24]=2)=[C:6]([NH:8][S:9]([C:12]2[O:13][C:14]3[CH:20]=[CH:19][CH:18]=[CH:17][C:15]=3[CH:16]=2)(=[O:11])=[O:10])[CH:7]=1.C1C=C(Cl)C=C(C(OO)=[O:42])C=1. Given the product [Cl:1][C:2]1[CH:3]=[CH:4][C:5]([S:21]([CH2:22][C:23]2[CH:28]=[CH:27][CH:26]=[C:25]([NH:29][S:30]([CH3:33])(=[O:32])=[O:31])[CH:24]=2)=[O:42])=[C:6]([NH:8][S:9]([C:12]2[O:13][C:14]3[CH:20]=[CH:19][CH:18]=[CH:17][C:15]=3[CH:16]=2)(=[O:11])=[O:10])[CH:7]=1, predict the reactants needed to synthesize it. (7) The reactants are: C(OC([N:11]1[CH2:15][CH:14]([CH:16]=[CH2:17])[C@H:13]([NH:18][C:19]([O:21][C:22]([CH3:25])([CH3:24])[CH3:23])=[O:20])[CH2:12]1)=O)C1C=CC=CC=1.[H][H]. Given the product [C:22]([O:21][C:19]([NH:18][C@H:13]1[CH:14]([CH2:16][CH3:17])[CH2:15][NH:11][CH2:12]1)=[O:20])([CH3:25])([CH3:24])[CH3:23], predict the reactants needed to synthesize it. (8) Given the product [CH2:11]([N:18]1[CH2:23][CH2:22][CH2:21][CH:20]([N:24]([CH3:25])[C:2]2[CH:7]=[CH:6][N:5]=[C:4]3[NH:8][CH:9]=[CH:10][C:3]=23)[CH2:19]1)[C:12]1[CH:13]=[CH:14][CH:15]=[CH:16][CH:17]=1, predict the reactants needed to synthesize it. The reactants are: Cl[C:2]1[CH:7]=[CH:6][N:5]=[C:4]2[NH:8][CH:9]=[CH:10][C:3]=12.[CH2:11]([N:18]1[CH2:23][CH2:22][CH2:21][CH:20]([NH:24][CH3:25])[CH2:19]1)[C:12]1[CH:17]=[CH:16][CH:15]=[CH:14][CH:13]=1. (9) Given the product [Cl:1][CH2:2][CH2:3][O:4][C:5]1[CH:10]=[C:9]2[C:8]([C:12]([S:13]([C:16]3[C:25]4[C:20](=[CH:21][CH:22]=[CH:23][CH:24]=4)[CH:19]=[CH:18][CH:17]=3)(=[O:15])=[O:14])=[N:27][NH:11]2)=[CH:7][CH:6]=1, predict the reactants needed to synthesize it. The reactants are: [Cl:1][CH2:2][CH2:3][O:4][C:5]1[CH:6]=[CH:7][C:8]([CH2:12][S:13]([C:16]2[C:25]3[C:20](=[CH:21][CH:22]=[CH:23][CH:24]=3)[CH:19]=[CH:18][CH:17]=2)(=[O:15])=[O:14])=[C:9]([NH2:11])[CH:10]=1.Cl.[N:27]([O-])=O.[Na+].C(=O)(O)[O-].[Na+].